From a dataset of Reaction yield outcomes from USPTO patents with 853,638 reactions. Predict the reaction yield, written as a fraction of the theoretical maximum amount of product (1.0 means a 100% yield; for example, 0.34 means a 34% yield). The reactants are C(OC([N:8]1[CH2:13][CH2:12][C@@H:11]([S:14]([CH3:17])(=[O:16])=[O:15])[C@H:10]([F:18])[CH2:9]1)=O)(C)(C)C.FC(F)(F)C(O)=O.C1(C)C=CC=CC=1. The catalyst is ClCCl. The product is [F:18][C@H:10]1[C@H:11]([S:14]([CH3:17])(=[O:15])=[O:16])[CH2:12][CH2:13][NH:8][CH2:9]1. The yield is 0.950.